Dataset: Reaction yield outcomes from USPTO patents with 853,638 reactions. Task: Predict the reaction yield, written as a fraction of the theoretical maximum amount of product (1.0 means a 100% yield; for example, 0.34 means a 34% yield). The reactants are [Cl:1][C:2]1[CH:7]=[CH:6][C:5](/[CH:8]=[CH:9]/[C:10]([OH:12])=[O:11])=[CH:4][C:3]=1[F:13].Cl[Si](C)(C)C.[CH2:19](O)[CH3:20]. No catalyst specified. The product is [Cl:1][C:2]1[CH:7]=[CH:6][C:5](/[CH:8]=[CH:9]/[C:10]([O:12][CH2:19][CH3:20])=[O:11])=[CH:4][C:3]=1[F:13]. The yield is 0.997.